Dataset: Reaction yield outcomes from USPTO patents with 853,638 reactions. Task: Predict the reaction yield, written as a fraction of the theoretical maximum amount of product (1.0 means a 100% yield; for example, 0.34 means a 34% yield). The catalyst is CN(C)C=O.O. The product is [C:20]([C:19]1[CH:18]=[C:17]([CH:30]=[CH:29][CH:28]=1)[O:16][CH2:2][C:3]1[CH:8]=[CH:7][C:6]([C:9]2([C:12]([O:14][CH3:15])=[O:13])[CH2:11][CH2:10]2)=[CH:5][CH:4]=1)(=[O:21])[C:22]1[CH:23]=[CH:24][CH:25]=[CH:26][CH:27]=1. The reactants are Br[CH2:2][C:3]1[CH:8]=[CH:7][C:6]([C:9]2([C:12]([O:14][CH3:15])=[O:13])[CH2:11][CH2:10]2)=[CH:5][CH:4]=1.[OH:16][C:17]1[CH:18]=[C:19]([CH:28]=[CH:29][CH:30]=1)[C:20]([C:22]1[CH:27]=[CH:26][CH:25]=[CH:24][CH:23]=1)=[O:21].C(=O)([O-])[O-].[K+].[K+]. The yield is 1.00.